Dataset: TCR-epitope binding with 47,182 pairs between 192 epitopes and 23,139 TCRs. Task: Binary Classification. Given a T-cell receptor sequence (or CDR3 region) and an epitope sequence, predict whether binding occurs between them. (1) The epitope is KLWAQCVQL. The TCR CDR3 sequence is CATTGNWNTGELFF. Result: 0 (the TCR does not bind to the epitope). (2) The epitope is YLNTLTLAV. The TCR CDR3 sequence is CASKTSGGVNEQFF. Result: 0 (the TCR does not bind to the epitope). (3) The epitope is CINGVCWTV. The TCR CDR3 sequence is CASLEEDTGELFF. Result: 1 (the TCR binds to the epitope). (4) The epitope is FLNRFTTTL. The TCR CDR3 sequence is CASRKDLSYNEQFF. Result: 1 (the TCR binds to the epitope).